From a dataset of Full USPTO retrosynthesis dataset with 1.9M reactions from patents (1976-2016). Predict the reactants needed to synthesize the given product. (1) Given the product [CH3:19][O:18][CH2:17][C:10]1[O:9][N:8]=[C:7]([C:1]2[CH:2]=[CH:3][CH:4]=[CH:5][CH:6]=2)[C:11]=1[C:12]1[N:13]=[CH:14][N:15]([C:21]2[CH:28]=[CH:27][C:24]([C:25]#[N:26])=[CH:23][CH:22]=2)[CH:16]=1, predict the reactants needed to synthesize it. The reactants are: [C:1]1([C:7]2[C:11]([C:12]3[N:13]=[CH:14][NH:15][CH:16]=3)=[C:10]([CH2:17][O:18][CH3:19])[O:9][N:8]=2)[CH:6]=[CH:5][CH:4]=[CH:3][CH:2]=1.F[C:21]1[CH:28]=[CH:27][C:24]([C:25]#[N:26])=[CH:23][CH:22]=1. (2) Given the product [CH2:1]([C@@H:5]1[N:10]([CH2:11][C:12]2[CH:16]=[C:15]([C:17]3[S:43][CH:20]=[CH:19][CH:18]=3)[O:14][N:13]=2)[CH2:9][C@H:8]([CH2:23][CH:24]([CH3:26])[CH3:25])[NH:7][C:6]1=[O:27])[CH:2]([CH3:4])[CH3:3], predict the reactants needed to synthesize it. The reactants are: [CH2:1]([C@@H:5]1[N:10]([CH2:11][C:12]2[CH:16]=[C:15]([C:17]3C=C[CH:20]=[CH:19][CH:18]=3)[O:14][N:13]=2)[CH2:9][C@H:8]([CH2:23][CH:24]([CH3:26])[CH3:25])[NH:7][C:6]1=[O:27])[CH:2]([CH3:4])[CH3:3].C([C@@H]1NC[C@H](CC(C)C)NC1=O)C(C)C.[S:43]1C=CC=C1C1ON=C(C=O)C=1. (3) The reactants are: C([Mg]Cl)(C)C.[CH3:6][NH:7][CH3:8].[Mg](N(C)C)Cl.[Cl:14][C:15]1[CH:16]=[C:17]([CH:37]=[CH:38][C:39]=1[F:40])[CH2:18][N:19]1[CH2:28][CH2:27][C:26]2[C:21](=[C:22]([OH:35])[C:23](=[O:34])[N:24]([CH3:33])[C:25]=2[C:29]([O:31]C)=O)[C:20]1=[O:36]. Given the product [Cl:14][C:15]1[CH:16]=[C:17]([CH:37]=[CH:38][C:39]=1[F:40])[CH2:18][N:19]1[CH2:28][CH2:27][C:26]2[C:21](=[C:22]([OH:35])[C:23](=[O:34])[N:24]([CH3:33])[C:25]=2[C:29]([N:7]([CH3:8])[CH3:6])=[O:31])[C:20]1=[O:36], predict the reactants needed to synthesize it. (4) Given the product [C:23]([O:27][C:28]([N:30]1[CH2:31][CH:32]=[C:33]([C:2]2[C:3]([F:22])=[CH:4][N:5]3[C:10]([C:11]=2[CH3:12])=[C:9]([CH:13]2[CH2:15][CH2:14]2)[CH:8]=[C:7]([C:16]([O:18][CH2:19][CH3:20])=[O:17])[C:6]3=[O:21])[CH2:34][CH2:35]1)=[O:29])([CH3:26])([CH3:24])[CH3:25].[C:23]([O:27][C:28]([N:30]1[CH2:31][CH:32]=[C:33]([C:2]2[C:3]([F:22])=[CH:4][N:5]3[C:10]([C:11]=2[CH3:12])=[C:9]([CH:13]2[CH2:15][CH2:14]2)[CH:8]=[C:7]([C:16]([O:18][CH3:19])=[O:17])[C:6]3=[O:21])[CH2:34][CH2:35]1)=[O:29])([CH3:24])([CH3:25])[CH3:26], predict the reactants needed to synthesize it. The reactants are: Cl[C:2]1[C:3]([F:22])=[CH:4][N:5]2[C:10]([C:11]=1[CH3:12])=[C:9]([CH:13]1[CH2:15][CH2:14]1)[CH:8]=[C:7]([C:16]([O:18][CH2:19][CH3:20])=[O:17])[C:6]2=[O:21].[C:23]([O:27][C:28]([N:30]1[CH2:35][CH2:34][C:33](B2OC(C)(C)C(C)(C)O2)=[CH:32][CH2:31]1)=[O:29])([CH3:26])([CH3:25])[CH3:24]. (5) Given the product [CH3:36][CH:7]1[CH2:6][CH2:5][CH2:4][CH:3]([CH3:2])[N:1]1[CH2:8][CH2:9][N:10]1[CH2:11][CH2:12][CH:13]([NH:16][C:17]([C:19]2[NH:20][C:21]3[C:26]([CH:27]=2)=[C:25]([O:28][CH2:29][CH:30]([CH3:31])[CH3:32])[CH:24]=[CH:23][CH:22]=3)=[O:18])[CH2:14][CH2:15]1, predict the reactants needed to synthesize it. The reactants are: [N:1]1([CH2:8][CH2:9][N:10]2[CH2:15][CH2:14][CH:13]([NH:16][C:17]([C:19]3[NH:20][C:21]4[C:26]([CH:27]=3)=[C:25]([O:28][CH2:29][CH:30]([CH3:32])[CH3:31])[CH:24]=[CH:23][CH:22]=4)=[O:18])[CH2:12][CH2:11]2)[CH2:7][CH2:6][CH2:5][CH2:4][CH2:3][CH2:2]1.Cl.Cl.Cl.[CH3:36][C@H]1CCC[C@@H](C)N1CCN1CCC(N)CC1.